Dataset: hERG potassium channel inhibition data for cardiac toxicity prediction from Karim et al.. Task: Regression/Classification. Given a drug SMILES string, predict its toxicity properties. Task type varies by dataset: regression for continuous values (e.g., LD50, hERG inhibition percentage) or binary classification for toxic/non-toxic outcomes (e.g., AMES mutagenicity, cardiotoxicity, hepatotoxicity). Dataset: herg_karim. (1) The drug is CS(=O)(=O)N1CCN(Cc2ccnc(Nc3ncc(-c4ccccc4)s3)c2)CC1. The result is 1 (blocker). (2) The drug is CCN(C(=O)Cc1ccc(OC)cc1)C1CC2CCC(C1)N2CCC(NC(=O)C1CCC1)c1ccccc1. The result is 1 (blocker). (3) The drug is N#CC1(c2ccccn2)CCN(Cc2cc(C(=O)N[C@H]3CCCC[C@@H]3O)c(=O)n3ccccc23)CC1. The result is 0 (non-blocker). (4) The compound is N#Cc1ccc(Cn2cncc2C[N+]C2CCN(c3ccncc3)C2=O)cc1. The result is 1 (blocker).